From a dataset of Full USPTO retrosynthesis dataset with 1.9M reactions from patents (1976-2016). Predict the reactants needed to synthesize the given product. (1) Given the product [F:1][C:2]1[C:20]([F:21])=[CH:19][C:18]([I:22])=[CH:17][C:3]=1[C:4]([C:6](=[CH:12][NH:13][CH2:14][CH2:15][O:16][Si:28]([C:31]([CH3:34])([CH3:33])[CH3:32])([CH3:30])[CH3:29])[C:7]([O:9][CH2:10][CH3:11])=[O:8])=[O:5], predict the reactants needed to synthesize it. The reactants are: [F:1][C:2]1[C:20]([F:21])=[CH:19][C:18]([I:22])=[CH:17][C:3]=1[C:4]([C:6](=[CH:12][NH:13][CH2:14][CH2:15][OH:16])[C:7]([O:9][CH2:10][CH3:11])=[O:8])=[O:5].N1C=CN=C1.[Si:28](Cl)([C:31]([CH3:34])([CH3:33])[CH3:32])([CH3:30])[CH3:29].O. (2) Given the product [CH3:1][O:2][C:3]([C@H:5]1[CH2:10][CH2:9][C@H:8]([C:11]2[S:18][N:15]=[C:13]([CH3:14])[N:12]=2)[CH2:7][CH2:6]1)=[O:4], predict the reactants needed to synthesize it. The reactants are: [CH3:1][O:2][C:3]([C@H:5]1[CH2:10][CH2:9][C@H:8]([C:11](=[S:18])[N:12]=[C:13]([N:15](C)C)[CH3:14])[CH2:7][CH2:6]1)=[O:4].N1C=CC=CC=1.NOS(O)(=O)=O. (3) Given the product [Cl:1][C:2]1[C:3]([N:9]=[C:10]=[S:11])=[N:4][CH:5]=[C:6]([Cl:8])[CH:7]=1, predict the reactants needed to synthesize it. The reactants are: [Cl:1][C:2]1[C:3]([NH2:9])=[N:4][CH:5]=[C:6]([Cl:8])[CH:7]=1.[C:10](N1C=CC=CC1=O)(N1C=CC=CC1=O)=[S:11]. (4) Given the product [C:1]([O:5][C:6]([NH:7][CH2:8][CH2:9][C@H:10]1[CH2:15][CH2:14][C@H:13]([CH2:16][O:17][C:19](=[O:21])[CH3:20])[CH2:12][CH2:11]1)=[O:18])([CH3:3])([CH3:2])[CH3:4], predict the reactants needed to synthesize it. The reactants are: [C:1]([O:5][C:6](=[O:18])[NH:7][CH2:8][CH2:9][C@H:10]1[CH2:15][CH2:14][C@H:13]([CH2:16][OH:17])[CH2:12][CH2:11]1)([CH3:4])([CH3:3])[CH3:2].[C:19](OC(=O)C)(=[O:21])[CH3:20].N1C=CC=CC=1.